Dataset: TCR-epitope binding with 47,182 pairs between 192 epitopes and 23,139 TCRs. Task: Binary Classification. Given a T-cell receptor sequence (or CDR3 region) and an epitope sequence, predict whether binding occurs between them. (1) The epitope is TPINLVRDL. The TCR CDR3 sequence is CASSPGQGSTEAFF. Result: 1 (the TCR binds to the epitope). (2) The epitope is SLVKPSFYV. The TCR CDR3 sequence is CASSSTWQDEQYF. Result: 0 (the TCR does not bind to the epitope). (3) The TCR CDR3 sequence is CASSLGDSDWDTQYF. The epitope is KLWAQCVQL. Result: 1 (the TCR binds to the epitope).